This data is from Retrosynthesis with 50K atom-mapped reactions and 10 reaction types from USPTO. The task is: Predict the reactants needed to synthesize the given product. Given the product COCC1(C(=O)Nc2cccc(OC(=O)N(C)C)c2)CCNCC1, predict the reactants needed to synthesize it. The reactants are: COCC1(C(=O)Nc2cccc(OC(=O)N(C)C)c2)CCN(C(=O)OC(C)(C)C)CC1.